Task: Predict the reaction yield, written as a fraction of the theoretical maximum amount of product (1.0 means a 100% yield; for example, 0.34 means a 34% yield).. Dataset: Reaction yield outcomes from USPTO patents with 853,638 reactions The reactants are [CH2:1]([O:3][C:4](=[O:32])[CH2:5][NH:6][CH2:7][C:8]1[CH:13]=[CH:12][CH:11]=[C:10]([O:14][CH2:15][C:16]2[N:17]=[C:18]([C:22]3[CH:27]=[CH:26][C:25]([C:28]([F:31])([F:30])[F:29])=[CH:24][CH:23]=3)[O:19][C:20]=2[CH3:21])[CH:9]=1)[CH3:2].C(N(CC)CC)C.[C:40]([NH:44][S:45](Cl)(=[O:47])=[O:46])([CH3:43])([CH3:42])[CH3:41]. The catalyst is CCCCCC.C(OC(=O)C)C. The product is [CH2:1]([O:3][C:4](=[O:32])[CH2:5][N:6]([S:45]([NH:44][C:40]([CH3:43])([CH3:42])[CH3:41])(=[O:47])=[O:46])[CH2:7][C:8]1[CH:13]=[CH:12][CH:11]=[C:10]([O:14][CH2:15][C:16]2[N:17]=[C:18]([C:22]3[CH:23]=[CH:24][C:25]([C:28]([F:31])([F:30])[F:29])=[CH:26][CH:27]=3)[O:19][C:20]=2[CH3:21])[CH:9]=1)[CH3:2]. The yield is 0.600.